Dataset: Experimentally validated miRNA-target interactions with 360,000+ pairs, plus equal number of negative samples. Task: Binary Classification. Given a miRNA mature sequence and a target amino acid sequence, predict their likelihood of interaction. (1) The miRNA is hsa-miR-6811-3p with sequence AGCCUGUGCUUGUCCCUGCAG. The protein sequence of the target gene is MPALACLRRLCRHVSPQAVLFLLFIFCLFSVFISAYYLYGWKRGLEPSADAPEPDCGDPPPVAPSRLLPLKPVQAATPSRTDPLVLVFVESLYSQLGQEVVAILESSRFKYRTEIAPGKGDMPTLTDKGRGRFALIIYENILKYVNLDAWNRELLDKYCVAYGVGIIGFFKANENSLLSAQLKGFPLFLHSNLGLKDCSINPKSPLLYVTRPSEVEKGVLPGEDWTVFQSNHSTYEPVLLAKTRSSESIPHLGADAGLHAALHATVVQDLGLHDGIQRVLFGNNLNFWLHKLVFVDAVAF.... Result: 0 (no interaction). (2) The miRNA is hsa-miR-8068 with sequence UGUUUGUUGUAAGGAUCGUUGU. The protein sequence of the target gene is MTLPGGPTGMARPGGARPCSPGLERAPRRSVGELRLLFEARCAAVAAAAAAGEPRARGAKRRGGQVPNGLPRAPPAPVIPQLTVTAEEPDVPPTSPGPPERERDCLPAAGSSHLQQPRRLSTSSVSSTGSSSLLEDSEDDLLSDSESRSRGNVQLEAGEDVGQKNHWQKIRTMVNLPVISPFKKRYAWVQLAGHTGSFKAAGTSGLILKRCSEPERYCLARLMADALRGCVPAFHGVVERDGESYLQLQDLLDGFDGPCVLDCKMGVRTYLEEELTKARERPKLRKDMYKKMLAVDPEAP.... Result: 0 (no interaction). (3) The miRNA is hsa-miR-4784 with sequence UGAGGAGAUGCUGGGACUGA. The protein sequence of the target gene is MADSEEFRASSPPPPPPSSPSSGASSSSLSMPVSLGWRDPSRSPGPTVDPLEQVELQIGDAAFSLTKLLEATSAVSAQVEELALKCTENARFLKTWRDLLKEGYDSLKPDN. Result: 0 (no interaction).